This data is from Reaction yield outcomes from USPTO patents with 853,638 reactions. The task is: Predict the reaction yield, written as a fraction of the theoretical maximum amount of product (1.0 means a 100% yield; for example, 0.34 means a 34% yield). (1) The reactants are [CH2:1]([C:3]1[C:11]([CH3:12])=[C:10]2[C:6]([C:7](=[O:13])[O:8][CH2:9]2)=[C:5]([O:14][CH2:15][CH2:16][Si:17]([CH3:20])([CH3:19])[CH3:18])[C:4]=1[CH2:21][CH:22]=[C:23]([CH3:26])[CH:24]=O)[CH3:2].C(O)(=O)C(O)=O.[CH2:33]([O:35][P:36]([CH2:41][CH2:42][NH2:43])(=[O:40])[O:37][CH2:38][CH3:39])[CH3:34].C(O)(=O)C.C(O[BH-](OC(=O)C)OC(=O)C)(=O)C.[Na+]. The catalyst is CN(C=O)C. The product is [CH2:38]([O:37][P:36]([CH2:41][CH2:42][NH:43][CH2:26][C:23]([CH3:24])=[CH:22][CH2:21][C:4]1[C:5]([O:14][CH2:15][CH2:16][Si:17]([CH3:20])([CH3:18])[CH3:19])=[C:6]2[C:10](=[C:11]([CH3:12])[C:3]=1[CH2:1][CH3:2])[CH2:9][O:8][C:7]2=[O:13])(=[O:40])[O:35][CH2:33][CH3:34])[CH3:39]. The yield is 0.970. (2) The reactants are [F:1][C:2]1[CH:3]=[C:4]([C:12]2[C:21]3[C:16](=[CH:17][CH:18]=[C:19]([O:22]COCC[Si](C)(C)C)[CH:20]=3)[C:15](=[O:31])[NH:14][CH:13]=2)[CH:5]=[CH:6][C:7]=1[C:8]([F:11])([F:10])[F:9].Br[C:33]1[CH:34]=[C:35]([CH:38]=[CH:39][CH:40]=1)[C:36]#[N:37].N1CCC[C@H]1C(O)=O.C(=O)([O-])[O-].[K+].[K+]. The catalyst is [Cu]I.CS(C)=O. The product is [F:1][C:2]1[CH:3]=[C:4]([C:12]2[C:21]3[C:16](=[CH:17][CH:18]=[C:19]([OH:22])[CH:20]=3)[C:15](=[O:31])[N:14]([C:33]3[CH:34]=[C:35]([CH:38]=[CH:39][CH:40]=3)[C:36]#[N:37])[CH:13]=2)[CH:5]=[CH:6][C:7]=1[C:8]([F:9])([F:10])[F:11]. The yield is 0.829. (3) The yield is 0.970. The reactants are O=P(Cl)(Cl)Cl.[CH:6]1([N:12]([CH3:22])[C:13]([NH:15][CH:16]2[CH2:21][CH2:20][CH2:19][CH2:18][CH2:17]2)=O)[CH2:11][CH2:10][CH2:9][CH2:8][CH2:7]1.[CH2:23]([NH:27][CH3:28])[CH2:24][CH2:25][CH3:26].[OH-].[Na+]. The catalyst is C1(C)C=CC=CC=1.O. The product is [CH2:23]([N:27]([CH3:28])[C:13]([N:12]([CH:6]1[CH2:11][CH2:10][CH2:9][CH2:8][CH2:7]1)[CH3:22])=[N:15][CH:16]1[CH2:21][CH2:20][CH2:19][CH2:18][CH2:17]1)[CH2:24][CH2:25][CH3:26]. (4) The reactants are Br[C:2]1[S:6][C:5]([NH:7][C:8]([NH:10][C:11]2[CH:16]=[CH:15][C:14]([CH3:17])=[CH:13][C:12]=2[C:18]([CH:20]2[CH2:24][CH2:23][CH2:22][CH2:21]2)=[O:19])=[O:9])=[N:4][CH:3]=1.[NH:25]1[CH:29]=[CH:28][N:27]=[C:26]1[SH:30]. No catalyst specified. The product is [CH:20]1([C:18]([C:12]2[CH:13]=[C:14]([CH3:17])[CH:15]=[CH:16][C:11]=2[NH:10][C:8]([NH:7][C:5]2[S:6][C:2]([S:30][C:26]3[NH:25][CH:29]=[CH:28][N:27]=3)=[CH:3][N:4]=2)=[O:9])=[O:19])[CH2:24][CH2:23][CH2:22][CH2:21]1. The yield is 0.350. (5) The reactants are [H-].[Na+].CN(C)C=[C:6]([C:10]1[CH:15]=[CH:14][C:13]([O:16][CH3:17])=[CH:12][CH:11]=1)[C:7](=O)[CH3:8].COC(C1C(C2C=CC=CC=2Cl)C(C(OC)=O)=C(C)[NH:25][C:24]=1COCCN1C(=O)C2C(=CC=CC=2)C1=O)=O.[CH3:56]O.[CH3:58][N:59](C)[CH:60]=[O:61]. No catalyst specified. The product is [CH3:17][O:16][C:13]1[CH:12]=[CH:11][C:10]([C:6]2[CH:7]=[C:8]([C:24]#[N:25])[C:60](=[O:61])[NH:59][C:58]=2[CH3:56])=[CH:15][CH:14]=1. The yield is 0.820. (6) The reactants are [Cr](O[Cr]([O-])(=O)=O)([O-])(=O)=[O:2].[NH+]1C=CC=CC=1.[NH+]1C=CC=CC=1.[F:22][C:23]1[CH:24]=[C:25]([CH:37]=[CH:38][C:39]=1[F:40])[CH2:26][O:27][CH2:28][CH2:29][CH2:30][CH2:31][CH2:32][CH2:33][CH2:34][CH2:35][OH:36]. The catalyst is CN(C)C=O. The product is [F:22][C:23]1[CH:24]=[C:25]([CH:37]=[CH:38][C:39]=1[F:40])[CH2:26][O:27][CH2:28][CH2:29][CH2:30][CH2:31][CH2:32][CH2:33][CH2:34][C:35]([OH:2])=[O:36]. The yield is 0.610. (7) The product is [C:45]([O:44][C:42]([NH:41][CH2:40][C:39]1[O:49][N:1]=[C:2]([CH2:3][C@@H:4]2[C@H:7]([NH:8][C:9](=[O:36])/[C:10](=[N:24]\[O:25][C:26]([CH3:34])([CH3:35])[C:27]([O:29][C:30]([CH3:31])([CH3:32])[CH3:33])=[O:28])/[C:11]3[N:12]=[C:13]([NH:16][C:17]([O:19][C:20]([CH3:23])([CH3:22])[CH3:21])=[O:18])[S:14][CH:15]=3)[C:6](=[O:37])[NH:5]2)[CH:38]=1)=[O:43])([CH3:48])([CH3:47])[CH3:46]. The catalyst is C(O)C. The yield is 0.170. The reactants are [NH2:1]/[C:2](=[CH:38]\[C:39](=[O:49])[CH2:40][NH:41][C:42]([O:44][C:45]([CH3:48])([CH3:47])[CH3:46])=[O:43])/[CH2:3][C@@H:4]1[C@H:7]([NH:8][C:9](=[O:36])/[C:10](=[N:24]\[O:25][C:26]([CH3:35])([CH3:34])[C:27]([O:29][C:30]([CH3:33])([CH3:32])[CH3:31])=[O:28])/[C:11]2[N:12]=[C:13]([NH:16][C:17]([O:19][C:20]([CH3:23])([CH3:22])[CH3:21])=[O:18])[S:14][CH:15]=2)[C:6](=[O:37])[NH:5]1.Cl.NO.C(=O)([O-])[O-].[K+].[K+]. (8) The reactants are C1(P(C2C=CC=CC=2)C2C=CC=CC=2)C=CC=CC=1.[O:20]1[CH2:25][CH2:24][O:23][C:22]2[CH:26]=[C:27]([C:30]3[CH:37]=[CH:36][CH:35]=[C:34]([CH2:38][OH:39])[C:31]=3[C:32]#[N:33])[CH:28]=[CH:29][C:21]1=2.[Br:40][C:41]1[C:42](O)=[CH:43][C:44]([OH:49])=[C:45]([CH:48]=1)[CH:46]=[O:47].N(C(OC(C)C)=O)=NC(OC(C)C)=O. The catalyst is O1CCCC1. The product is [Br:40][C:41]1[CH:48]=[C:45]([CH:46]=[O:47])[C:44]([OH:49])=[CH:43][C:42]=1[O:39][CH2:38][C:34]1[CH:35]=[CH:36][CH:37]=[C:30]([C:27]2[CH:28]=[CH:29][C:21]3[O:20][CH2:25][CH2:24][O:23][C:22]=3[CH:26]=2)[C:31]=1[C:32]#[N:33]. The yield is 0.279.